Dataset: Reaction yield outcomes from USPTO patents with 853,638 reactions. Task: Predict the reaction yield, written as a fraction of the theoretical maximum amount of product (1.0 means a 100% yield; for example, 0.34 means a 34% yield). (1) The reactants are [O:1]1[C:5]2[CH:6]=[C:7]3[CH:12]=[C:11]([C:13]([OH:15])=O)[O:10][C:8]3=[CH:9][C:4]=2[NH:3][C:2]1=[O:16].C(N(CC)CC)C.[CH2:24]([CH:31]1[CH2:36][CH2:35][NH:34][CH2:33][CH2:32]1)[C:25]1[CH:30]=[CH:29][CH:28]=[CH:27][CH:26]=1.CN(C(ON1N=NC2C=CC=CC1=2)=[N+](C)C)C.F[P-](F)(F)(F)(F)F. The catalyst is CN(C)C=O. The product is [CH2:24]([CH:31]1[CH2:36][CH2:35][N:34]([C:13]([C:11]2[O:10][C:8]3[C:7](=[CH:6][C:5]4[O:1][C:2](=[O:16])[NH:3][C:4]=4[CH:9]=3)[CH:12]=2)=[O:15])[CH2:33][CH2:32]1)[C:25]1[CH:30]=[CH:29][CH:28]=[CH:27][CH:26]=1. The yield is 0.540. (2) The reactants are [CH3:1][CH:2]([CH2:4][C@H:5]([CH2:10][NH2:11])[CH2:6][C:7]([OH:9])=[O:8])[CH3:3].C(N(CC)CC)C.C[Si](C)(C)Cl.C(=O)([O-])OC1C=CC([N+]([O-])=O)=CC=1[CH:35]([O:37][C:38](=[O:42])[CH:39]([CH3:41])[CH3:40])[CH3:36].C(O)(=O)CC(CC(O)=O)([C:49]([OH:51])=[O:50])O. The catalyst is ClCCl. The product is [C:38]([O:37][CH:35]([O:51][C:49]([NH:11][CH2:10][CH:5]([CH2:4][CH:2]([CH3:1])[CH3:3])[CH2:6][C:7]([OH:9])=[O:8])=[O:50])[CH3:36])(=[O:42])[CH:39]([CH3:40])[CH3:41]. The yield is 0.480. (3) The reactants are [CH:1]([NH:4][C:5]([C@H:7]1[CH2:12][CH2:11][C@@H:10]([NH:13][C:14]2[CH:19]=[C:18]([CH2:20][N:21]3[CH2:26][CH2:25][CH2:24][CH2:23][CH2:22]3)[CH:17]=[CH:16][C:15]=2[N+:27]([O-])=O)[CH2:9][CH2:8]1)=[O:6])([CH3:3])[CH3:2].C([O-])=O.[NH4+]. The yield is 0.910. The catalyst is [Pd].CCO. The product is [NH2:27][C:15]1[CH:16]=[CH:17][C:18]([CH2:20][N:21]2[CH2:22][CH2:23][CH2:24][CH2:25][CH2:26]2)=[CH:19][C:14]=1[NH:13][C@@H:10]1[CH2:11][CH2:12][C@H:7]([C:5]([NH:4][CH:1]([CH3:3])[CH3:2])=[O:6])[CH2:8][CH2:9]1.